Dataset: Catalyst prediction with 721,799 reactions and 888 catalyst types from USPTO. Task: Predict which catalyst facilitates the given reaction. (1) Reactant: [OH:1][CH2:2][C:3]1[CH:4]=[C:5]([CH:34]=[CH:35][CH:36]=1)[C:6]([NH:8][C@@H:9]1[C:20]2[C:14](=[CH:15][CH:16]=[C:17]([S:22][CH3:23])[C:18](=[O:21])[CH:19]=2)[C:13]2[C:24]([O:32][CH3:33])=[C:25]([O:30][CH3:31])[C:26]([O:28][CH3:29])=[CH:27][C:12]=2[CH2:11][CH2:10]1)=[O:7].[CH3:37][S:38](Cl)(=[O:40])=[O:39].C(N(CC)CC)C. Product: [CH3:33][O:32][C:24]1[C:13]2[C:14]3[C:20]([C@@H:9]([NH:8][C:6]([C:5]4[CH:4]=[C:3]([CH:36]=[CH:35][CH:34]=4)[CH2:2][O:1][S:38]([CH3:37])(=[O:40])=[O:39])=[O:7])[CH2:10][CH2:11][C:12]=2[CH:27]=[C:26]([O:28][CH3:29])[C:25]=1[O:30][CH3:31])=[CH:19][C:18](=[O:21])[C:17]([S:22][CH3:23])=[CH:16][CH:15]=3. The catalyst class is: 4. (2) Reactant: [CH2:1]1[NH:6][CH2:5][CH2:4][N:3]2[C:7](=O)[CH2:8][CH2:9][C@H:2]12.B.CO.[ClH:14]. Product: [ClH:14].[ClH:14].[CH2:1]1[NH:6][CH2:5][CH2:4][N:3]2[CH2:7][CH2:8][CH2:9][C@H:2]12. The catalyst class is: 116.